Dataset: Forward reaction prediction with 1.9M reactions from USPTO patents (1976-2016). Task: Predict the product of the given reaction. (1) Given the reactants [NH2:1][C:2]1[NH:6][N:5]=[C:4]([O:7][CH2:8][CH3:9])[C:3]=1C#N.[C:12](O)(=O)C.[CH:16]([NH2:18])=[NH:17].C, predict the reaction product. The product is: [CH2:8]([O:7][C:4]1[C:3]2[C:16](=[N:18][CH:12]=[N:6][C:2]=2[NH2:1])[NH:17][N:5]=1)[CH3:9]. (2) Given the reactants [C:1]1([CH2:7][CH2:8][OH:9])[CH:6]=[CH:5][CH:4]=[CH:3][CH:2]=1.[O:10]([CH2:17][CH2:18][OH:19])[C:11]1[CH:16]=[CH:15][CH:14]=[CH:13][CH:12]=1.[C:20](O)(=[O:27])[C:21]([CH2:23][C:24](O)=[O:25])=[CH2:22].CS(O)(=O)=O, predict the reaction product. The product is: [O:10]([CH2:17][CH2:18][O:19][C:20](=[O:27])[C:21](=[CH2:22])[CH2:23][C:24]([O:9][CH2:8][CH2:7][C:1]1[CH:6]=[CH:5][CH:4]=[CH:3][CH:2]=1)=[O:25])[C:11]1[CH:16]=[CH:15][CH:14]=[CH:13][CH:12]=1. (3) Given the reactants C(O[C@H:5]1[CH:14]=[C:13]([CH3:15])[C@H:12]([C:16](=[O:18])[CH3:17])[C:7]2([CH2:11][CH2:10][CH2:9][CH2:8]2)[CH2:6]1)(=O)C.Cl.[CH2:20]1CCN2C(=NCCC2)CC1, predict the reaction product. The product is: [CH3:20][CH2:17][C:16]([C:12]1[C:7]2([CH2:6][CH:5]=[CH:14][C:13]=1[CH3:15])[CH2:8][CH2:9][CH2:10][CH2:11]2)=[O:18]. (4) Given the reactants [N+:1]([C:4]1[C:12]2[C:11]3[CH:13]=[CH:14][CH:15]=[CH:16][C:10]=3[S:9][C:8]=2[C:7](OS(C(F)(F)F)(=O)=O)=[CH:6][CH:5]=1)([O-:3])=[O:2].[B:25]1([B:25]2[O:29][C:28]([CH3:31])([CH3:30])[C:27]([CH3:33])([CH3:32])[O:26]2)[O:29][C:28]([CH3:31])([CH3:30])[C:27]([CH3:33])([CH3:32])[O:26]1.C([O-])(=O)C.[K+], predict the reaction product. The product is: [N+:1]([C:4]1[C:12]2[C:11]3[CH:13]=[CH:14][CH:15]=[CH:16][C:10]=3[S:9][C:8]=2[C:7]([B:25]2[O:29][C:28]([CH3:31])([CH3:30])[C:27]([CH3:33])([CH3:32])[O:26]2)=[CH:6][CH:5]=1)([O-:3])=[O:2]. (5) Given the reactants [CH2:1]([O:3][C:4]1[C:8]([CH2:9][CH2:10][CH2:11][OH:12])=[CH:7][N:6]([C:13]2[CH:18]=[CH:17][C:16]([C:19]([F:22])([F:21])[F:20])=[CH:15][N:14]=2)[N:5]=1)[CH3:2].O[C:24]1[CH:29]=[CH:28][C:27]([C:30]([CH3:37])([CH3:36])[C:31]([O:33]CC)=[O:32])=[CH:26][CH:25]=1.C(P(CCCC)CCCC)CCC.N(C(N1CCCCC1)=O)=NC(N1CCCCC1)=O, predict the reaction product. The product is: [CH2:1]([O:3][C:4]1[C:8]([CH2:9][CH2:10][CH2:11][O:12][C:24]2[CH:29]=[CH:28][C:27]([C:30]([CH3:37])([CH3:36])[C:31]([OH:33])=[O:32])=[CH:26][CH:25]=2)=[CH:7][N:6]([C:13]2[CH:18]=[CH:17][C:16]([C:19]([F:21])([F:20])[F:22])=[CH:15][N:14]=2)[N:5]=1)[CH3:2]. (6) Given the reactants [OH:1][C:2]1[CH:7]=[CH:6][CH:5]=[CH:4][C:3]=1[C:8](=[O:10])[CH3:9].[CH:11]([CH:13]1[CH2:16][CH:15]([C:17]([O:19][CH2:20][CH3:21])=[O:18])[CH2:14]1)=O.N1CCCC1, predict the reaction product. The product is: [O:10]=[C:8]1[C:3]2[C:2](=[CH:7][CH:6]=[CH:5][CH:4]=2)[O:1][CH:11]([CH:13]2[CH2:16][CH:15]([C:17]([O:19][CH2:20][CH3:21])=[O:18])[CH2:14]2)[CH2:9]1. (7) Given the reactants [N:1]12[CH2:9][CH2:8][CH:5]([CH2:6][CH2:7]1)[C:4](=[O:10])[CH2:3][CH2:2]2.[H-].[Al+3].[Li+].[H-].[H-].[H-], predict the reaction product. The product is: [N:1]12[CH2:9][CH2:8][CH:5]([CH2:6][CH2:7]1)[CH:4]([OH:10])[CH2:3][CH2:2]2. (8) Given the reactants Br[C:2]1[N:7]=[C:6]([CH:8]=[O:9])[CH:5]=[CH:4][C:3]=1[O:10][CH2:11][CH2:12][O:13][Si:14]([C:17]([CH3:20])([CH3:19])[CH3:18])([CH3:16])[CH3:15].[CH3:21][S:22]([C:25]1[CH:30]=[CH:29][C:28](B2OC(C)(C)C(C)(C)O2)=[C:27]([CH3:40])[CH:26]=1)(=[O:24])=[O:23].C([O-])([O-])=O.[Na+].[Na+], predict the reaction product. The product is: [Si:14]([O:13][CH2:12][CH2:11][O:10][C:3]1[CH:4]=[CH:5][C:6]([CH:8]=[O:9])=[N:7][C:2]=1[C:28]1[CH:29]=[CH:30][C:25]([S:22]([CH3:21])(=[O:23])=[O:24])=[CH:26][C:27]=1[CH3:40])([C:17]([CH3:20])([CH3:19])[CH3:18])([CH3:16])[CH3:15].